This data is from Forward reaction prediction with 1.9M reactions from USPTO patents (1976-2016). The task is: Predict the product of the given reaction. Given the reactants [N:1]1([C:7]2[CH:39]=[CH:38][C:10]([CH2:11][N:12]([C:24](=[O:37])[CH:25]=[CH:26][C:27]3[CH:28]=[N:29][C:30]([C:33]([F:36])([F:35])[F:34])=[CH:31][CH:32]=3)[C@@H:13]([CH2:17][C:18]3[CH:23]=[CH:22][CH:21]=[CH:20][CH:19]=3)[C:14]([OH:16])=O)=[CH:9][CH:8]=2)[CH2:6][CH2:5][O:4][CH2:3][CH2:2]1.CN(C(ON1N=NC2C=CC=CC1=2)=[N+](C)C)C.[B-](F)(F)(F)F.CCN(C(C)C)C(C)C.[Br:71][C:72]1[CH:80]=[CH:79][C:75]([CH2:76][NH:77][CH3:78])=[CH:74][CH:73]=1, predict the reaction product. The product is: [Br:71][C:72]1[CH:80]=[CH:79][C:75]([CH2:76][N:77]([CH3:78])[C:14]([CH:13]([N:12]([CH2:11][C:10]2[CH:9]=[CH:8][C:7]([N:1]3[CH2:6][CH2:5][O:4][CH2:3][CH2:2]3)=[CH:39][CH:38]=2)[C:24](=[O:37])[CH:25]=[CH:26][C:27]2[CH:28]=[N:29][C:30]([C:33]([F:34])([F:36])[F:35])=[CH:31][CH:32]=2)[CH2:17][C:18]2[CH:19]=[CH:20][CH:21]=[CH:22][CH:23]=2)=[O:16])=[CH:74][CH:73]=1.